Dataset: Forward reaction prediction with 1.9M reactions from USPTO patents (1976-2016). Task: Predict the product of the given reaction. (1) Given the reactants C([N:8]1[CH2:12][C@@H:11]([C:13]2[CH:18]=[CH:17][CH:16]=[C:15]([C:19]([F:22])([F:21])[F:20])[C:14]=2[C:23]([O:25][CH3:26])=[O:24])[C@H:10]([C:27]([O:29]CC2C=CC=CC=2)=[O:28])[CH2:9]1)C1C=CC=CC=1.[C:45](O[C:45]([O:47][C:48]([CH3:51])([CH3:50])[CH3:49])=[O:46])([O:47][C:48]([CH3:51])([CH3:50])[CH3:49])=[O:46].[H][H], predict the reaction product. The product is: [C:48]([O:47][C:45]([N:8]1[CH2:12][C@@H:11]([C:13]2[CH:18]=[CH:17][CH:16]=[C:15]([C:19]([F:22])([F:21])[F:20])[C:14]=2[C:23]([O:25][CH3:26])=[O:24])[C@H:10]([C:27]([OH:29])=[O:28])[CH2:9]1)=[O:46])([CH3:49])([CH3:50])[CH3:51]. (2) Given the reactants Cl[CH2:2][C:3]1[CH:4]=[CH:5][C:6]([F:9])=[N:7][CH:8]=1.[C:10]1([C:16]2[C:20]([C:21]([O:23][CH2:24][CH3:25])=[O:22])=[CH:19][NH:18][N:17]=2)[CH:15]=[CH:14][CH:13]=[CH:12][CH:11]=1.C([O-])([O-])=O.[K+].[K+], predict the reaction product. The product is: [CH2:24]([O:23][C:21]([C:20]1[C:16]([C:10]2[CH:15]=[CH:14][CH:13]=[CH:12][CH:11]=2)=[N:17][N:18]([CH2:2][C:3]2[CH:8]=[N:7][C:6]([F:9])=[CH:5][CH:4]=2)[CH:19]=1)=[O:22])[CH3:25]. (3) Given the reactants [CH3:1][CH:2]([C:4](=[O:8])[CH:5]=[CH:6][CH3:7])[CH3:3].C1CC=CC=1.Cl(O)(=O)(=O)=O.[CH2:19]([C@@H:26]1N[C@H](C2OC(C)=CC=2)N(C)C1=O)[C:20]1[CH:25]=CC=C[CH:21]=1, predict the reaction product. The product is: [CH3:1][CH:2]([CH3:3])[C:4]([CH:5]1[CH:19]([CH3:26])[CH:20]2[CH2:25][CH:6]1[CH:7]=[CH:21]2)=[O:8]. (4) Given the reactants Cl[C:2]([C:4]1[CH:13]=[CH:12][C:7]([C:8]([O:10][CH3:11])=[O:9])=[CH:6][CH:5]=1)=[O:3].[C:14]([C:16]1[CH:17]=[C:18]([Zn]I)[CH:19]=[CH:20][CH:21]=1)#[N:15].[BH4-].[Na+], predict the reaction product. The product is: [C:14]([C:16]1[CH:21]=[C:20]([CH:2]([OH:3])[C:4]2[CH:13]=[CH:12][C:7]([C:8]([O:10][CH3:11])=[O:9])=[CH:6][CH:5]=2)[CH:19]=[CH:18][CH:17]=1)#[N:15]. (5) Given the reactants [Br:1][CH2:2][C:3]1[CH:8]=[CH:7][CH:6]=[C:5]([F:9])[CH:4]=1.[P:10]([O:17][CH2:18][CH3:19])([O:14][CH2:15][CH3:16])[O:11][CH2:12][CH3:13], predict the reaction product. The product is: [Br-:1].[CH2:12]([O:11][P+:10]([O:17][CH2:18][CH3:19])([O:14][CH2:15][CH3:16])[CH2:2][C:3]1[CH:8]=[CH:7][CH:6]=[C:5]([F:9])[CH:4]=1)[CH3:13]. (6) Given the reactants [CH3:1][C:2]1[CH:10]=[C:9]([CH3:11])[C:8]2[N:7]([S:12]([C:15]3[CH:21]=[CH:20][C:18]([CH3:19])=[CH:17][CH:16]=3)(=[O:14])=[O:13])[CH:6]=[CH:5][C:4]=2[C:3]=1[CH:22]=[O:23].[CH:24]([Mg]Br)=[CH2:25].[NH4+].[Cl-].CC(OI1(OC(C)=O)(OC(C)=O)OC(=O)C2C=CC=CC1=2)=O, predict the reaction product. The product is: [CH3:1][C:2]1[C:3]([C:22](=[O:23])[CH:24]=[CH2:25])=[C:4]2[C:8](=[C:9]([CH3:11])[CH:10]=1)[N:7]([S:12]([C:15]1[CH:21]=[CH:20][C:18]([CH3:19])=[CH:17][CH:16]=1)(=[O:14])=[O:13])[CH:6]=[CH:5]2. (7) Given the reactants [Cl:1][C:2]1[CH:10]=[CH:9][C:8]([C:11]2[N:12]([C:22]([O:24][C:25]([CH3:28])([CH3:27])[CH3:26])=[O:23])[C:13]3[C:18]([CH:19]=2)=[CH:17][C:16]([CH:20]=O)=[CH:15][CH:14]=3)=[C:7]2[C:3]=1[CH2:4][NH:5][C:6]2=[O:29].[CH3:30][CH:31]1[CH2:36][CH2:35][NH:34][CH2:33][CH2:32]1.C(O)(=O)C.C(O[BH-](OC(=O)C)OC(=O)C)(=O)C.[Na+].C(=O)([O-])O.[Na+], predict the reaction product. The product is: [Cl:1][C:2]1[CH:10]=[CH:9][C:8]([C:11]2[N:12]([C:22]([O:24][C:25]([CH3:27])([CH3:26])[CH3:28])=[O:23])[C:13]3[C:18]([CH:19]=2)=[CH:17][C:16]([CH2:20][N:34]2[CH2:35][CH2:36][CH:31]([CH3:30])[CH2:32][CH2:33]2)=[CH:15][CH:14]=3)=[C:7]2[C:3]=1[CH2:4][NH:5][C:6]2=[O:29]. (8) Given the reactants C[Al](C)C.[CH3:5][O:6][C:7]1[CH:12]=[CH:11][C:10]([N:13]2[C:17](C(OC)=O)=[CH:16][C:15]([CH2:22][OH:23])=[N:14]2)=[CH:9][CH:8]=1, predict the reaction product. The product is: [CH3:5][O:6][C:7]1[CH:8]=[CH:9][C:10]([N:13]2[CH:17]=[CH:16][C:15]([CH2:22][OH:23])=[N:14]2)=[CH:11][CH:12]=1. (9) Given the reactants [C:1]([NH:9][C:10]1[CH:15]=[CH:14][C:13]([S:16][S:16][C:13]2[CH:12]=[CH:11][C:10]([NH:9][C:1](=[O:8])[C:2]3[CH:7]=[CH:6][CH:5]=[CH:4][CH:3]=3)=[CH:15][CH:14]=2)=[CH:12][CH:11]=1)(=[O:8])[C:2]1[CH:7]=[CH:6][CH:5]=[CH:4][CH:3]=1, predict the reaction product. The product is: [SH:16][C:13]1[CH:12]=[CH:11][C:10]([NH:9][C:1](=[O:8])[C:2]2[CH:7]=[CH:6][CH:5]=[CH:4][CH:3]=2)=[CH:15][CH:14]=1. (10) Given the reactants [Cl:1][C:2]1[CH:3]=[C:4]([NH:10][C:11]([CH2:13][CH:14]([CH3:19])[CH2:15][C:16]([OH:18])=O)=[O:12])[CH:5]=[CH:6][C:7]=1[C:8]#[N:9].CCN(C(C)C)C(C)C.C(P1(=O)OP(CCC)(=O)OP(CCC)(=O)O1)CC.[NH2:47][C:48]1[CH:49]=[C:50]2[C:55](=[CH:56][CH:57]=1)[N:54]([CH2:58][C:59]#[N:60])[C:53](=[O:61])[N:52]([CH2:62][CH3:63])[C:51]2=[O:64], predict the reaction product. The product is: [Cl:1][C:2]1[CH:3]=[C:4]([NH:10][C:11](=[O:12])[CH2:13][CH:14]([CH3:19])[CH2:15][C:16]([NH:47][C:48]2[CH:49]=[C:50]3[C:55](=[CH:56][CH:57]=2)[N:54]([CH2:58][C:59]#[N:60])[C:53](=[O:61])[N:52]([CH2:62][CH3:63])[C:51]3=[O:64])=[O:18])[CH:5]=[CH:6][C:7]=1[C:8]#[N:9].